Dataset: Forward reaction prediction with 1.9M reactions from USPTO patents (1976-2016). Task: Predict the product of the given reaction. (1) Given the reactants [Cl:1][C:2]1[CH:25]=[CH:24][CH:23]=[CH:22][C:3]=1[CH2:4][O:5][C:6](=[O:21])[NH:7][C:8]1[CH:9]=[N:10][N:11]([CH2:13][C:14]2[O:15][C:16]([CH:19]=[O:20])=[CH:17][CH:18]=2)[CH:12]=1.[CH2:26]([Mg]Br)[CH3:27], predict the reaction product. The product is: [Cl:1][C:2]1[CH:25]=[CH:24][CH:23]=[CH:22][C:3]=1[CH2:4][O:5][C:6](=[O:21])[NH:7][C:8]1[CH:9]=[N:10][N:11]([CH2:13][C:14]2[O:15][C:16]([C:19](=[O:20])[CH2:26][CH3:27])=[CH:17][CH:18]=2)[CH:12]=1. (2) Given the reactants CS(C)=O.[C:5]1([C:11]([CH:13]([C:15]2[CH:20]=[CH:19][CH:18]=[CH:17][CH:16]=2)[OH:14])=[O:12])[CH:10]=[CH:9][CH:8]=[CH:7][CH:6]=1.O, predict the reaction product. The product is: [C:15]1([C:13]([C:11]([C:5]2[CH:10]=[CH:9][CH:8]=[CH:7][CH:6]=2)=[O:12])=[O:14])[CH:16]=[CH:17][CH:18]=[CH:19][CH:20]=1. (3) Given the reactants [CH3:1][O:2][CH:3]([O:6][CH3:7])[CH2:4][NH2:5].O1CCCC1.[CH3:13][C:14](=O)[CH2:15][C:16](=[O:18])[CH3:17], predict the reaction product. The product is: [CH3:1][O:2][CH:3]([O:6][CH3:7])[CH2:4][NH:5][C:14]([CH3:13])=[CH:15][C:16](=[O:18])[CH3:17].